From a dataset of Catalyst prediction with 721,799 reactions and 888 catalyst types from USPTO. Predict which catalyst facilitates the given reaction. (1) Reactant: [Br:1][C:2]1[CH:3]=[N+:4]([O-])[CH:5]=[CH:6][CH:7]=1.[CH2:9]([N:11](CC)CC)C.C[Si](C#N)(C)C.[OH-].[Na+]. Product: [Br:1][C:2]1[C:3]([C:9]#[N:11])=[N:4][CH:5]=[CH:6][CH:7]=1. The catalyst class is: 10. (2) The catalyst class is: 1. Product: [CH:3]([C:6]1[N:10]([CH3:24])[C:9]([C:11]([CH3:12])([C:13]2[CH:18]=[CH:17][CH:16]=[C:15]([N+:19]([O-:21])=[O:20])[CH:14]=2)[CH3:22])=[CH:8][N:7]=1)([CH3:5])[CH3:4]. Reactant: [H-].[Na+].[CH:3]([C:6]1[NH:7][CH:8]=[C:9]([C:11]([CH3:22])([C:13]2[CH:18]=[CH:17][CH:16]=[C:15]([N+:19]([O-:21])=[O:20])[CH:14]=2)[CH3:12])[N:10]=1)([CH3:5])[CH3:4].I[CH3:24]. (3) Reactant: [C:1]([C:4]1[C:9]2[S:10][C:11]([C:14]([NH:16][C:17]3[CH:26]=[CH:25][C:24]4[C:19](=[CH:20][CH:21]=[CH:22][C:23]=4[CH2:27][O:28][CH3:29])[N:18]=3)=[O:15])=[C:12]([CH3:13])[C:8]=2[C:7]([CH2:30][O:31][CH3:32])=[CH:6][CH:5]=1)(=[O:3])[CH3:2].[ClH:33]. Product: [ClH:33].[C:1]([C:4]1[C:9]2[S:10][C:11]([C:14]([NH:16][C:17]3[CH:26]=[CH:25][C:24]4[C:19](=[CH:20][CH:21]=[CH:22][C:23]=4[CH2:27][O:28][CH3:29])[N:18]=3)=[O:15])=[C:12]([CH3:13])[C:8]=2[C:7]([CH2:30][O:31][CH3:32])=[CH:6][CH:5]=1)(=[O:3])[CH3:2]. The catalyst class is: 8. (4) Reactant: [O-]P([O-])([O-])=O.[K+].[K+].[K+].I[C:10]1[C:18]2[C:13](=[CH:14][CH:15]=[C:16]([C:19]([OH:21])=[O:20])[CH:17]=2)[NH:12][N:11]=1.CC1(C)C(C)(C)OB([C:30]2[CH:31]=[CH:32][C:33]([N:36]3[CH2:41][CH2:40][O:39][CH2:38][CH2:37]3)=[N:34][CH:35]=2)O1.CN(C=O)C. Product: [O:39]1[CH2:40][CH2:41][N:36]([C:33]2[N:34]=[CH:35][C:30]([C:10]3[C:18]4[C:13](=[CH:14][CH:15]=[C:16]([C:19]([OH:21])=[O:20])[CH:17]=4)[NH:12][N:11]=3)=[CH:31][CH:32]=2)[CH2:37][CH2:38]1. The catalyst class is: 257. (5) Reactant: [CH2:1]([N:4]1[C:12]2[C:7](=[CH:8][C:9]([NH:13][CH2:14][CH2:15][O:16][Si:17]([C:20]([CH3:23])([CH3:22])[CH3:21])([CH3:19])[CH3:18])=[CH:10][CH:11]=2)[C:6](=[O:24])[N:5]1[CH2:25][C:26]1[CH:31]=[CH:30][CH:29]=[CH:28][CH:27]=1)[CH:2]=[CH2:3].[Cl:32][C:33]1[C:38]([C:39](Cl)=[O:40])=[C:37]([Cl:42])[N:36]=[CH:35][N:34]=1. Product: [CH2:1]([N:4]1[C:12]2[C:7](=[CH:8][C:9]([N:13]([CH2:14][CH2:15][O:16][Si:17]([C:20]([CH3:22])([CH3:23])[CH3:21])([CH3:18])[CH3:19])[C:39]([C:38]3[C:33]([Cl:32])=[N:34][CH:35]=[N:36][C:37]=3[Cl:42])=[O:40])=[CH:10][CH:11]=2)[C:6](=[O:24])[N:5]1[CH2:25][C:26]1[CH:27]=[CH:28][CH:29]=[CH:30][CH:31]=1)[CH:2]=[CH2:3]. The catalyst class is: 2. (6) Reactant: [CH2:1]([O:8][C:9]([NH:11][C@@H:12]([C:14]1[CH:22]=[CH:21][C:17]([C:18](O)=[O:19])=[CH:16][CH:15]=1)[CH3:13])=[O:10])[C:2]1[CH:7]=[CH:6][CH:5]=[CH:4][CH:3]=1.S(Cl)([Cl:25])=O. Product: [CH2:1]([O:8][C:9]([NH:11][C@@H:12]([C:14]1[CH:22]=[CH:21][C:17]([C:18]([Cl:25])=[O:19])=[CH:16][CH:15]=1)[CH3:13])=[O:10])[C:2]1[CH:7]=[CH:6][CH:5]=[CH:4][CH:3]=1. The catalyst class is: 120. (7) Reactant: [N-:1]=[N+:2]=[N-:3].[Na+].[Cl-].[Al+3].[Cl-].[Cl-].[Cl:9][C:10]1[CH:11]=[C:12]([N:16]=[C:17]=[O:18])[CH:13]=[CH:14][CH:15]=1.N([O-])=O.[Na+].Cl. Product: [Cl:9][C:10]1[CH:11]=[C:12]([N:16]2[C:17](=[O:18])[NH:3][N:2]=[N:1]2)[CH:13]=[CH:14][CH:15]=1. The catalyst class is: 136.